Dataset: Reaction yield outcomes from USPTO patents with 853,638 reactions. Task: Predict the reaction yield, written as a fraction of the theoretical maximum amount of product (1.0 means a 100% yield; for example, 0.34 means a 34% yield). The reactants are Cl[C:2]1[CH:3]=[C:4]([CH:9]=[CH:10][N:11]=1)[C:5]([O:7][CH3:8])=[O:6].[NH2:12][C:13]1[CH:18]=[CH:17][CH:16]=[CH:15][N:14]=1.P([O-])([O-])([O-])=O.[K+].[K+].[K+]. The catalyst is C1(C)C=CC=CC=1.C(OCC)(=O)C.C1C=CC(/C=C/C(/C=C/C2C=CC=CC=2)=O)=CC=1.C1C=CC(/C=C/C(/C=C/C2C=CC=CC=2)=O)=CC=1.C1C=CC(/C=C/C(/C=C/C2C=CC=CC=2)=O)=CC=1.[Pd].[Pd].C1(P(C2CCCCC2)C2C=CC=CC=2C2C(C(C)C)=CC(C(C)C)=CC=2C(C)C)CCCCC1. The product is [N:14]1[CH:15]=[CH:16][CH:17]=[CH:18][C:13]=1[NH:12][C:2]1[CH:3]=[C:4]([CH:9]=[CH:10][N:11]=1)[C:5]([O:7][CH3:8])=[O:6]. The yield is 0.650.